From a dataset of Reaction yield outcomes from USPTO patents with 853,638 reactions. Predict the reaction yield, written as a fraction of the theoretical maximum amount of product (1.0 means a 100% yield; for example, 0.34 means a 34% yield). (1) The reactants are C([Sn](CCCC)CCCC)CCC.[Cl:14][C:15]1[CH:20]=[CH:19][N:18]=[C:17]2[CH:21]=[C:22]([C:24]3S[CH:26]=[CH:27][N:28]=3)[S:23][C:16]=12.Br[C:30]1[N:31](C)C=CN=1. The product is [Cl:14][C:15]1[CH:20]=[CH:19][N:18]=[C:17]2[CH:21]=[C:22]([C:24]3[N:31]([CH3:30])[CH:26]=[CH:27][N:28]=3)[S:23][C:16]=12. The yield is 0.950. No catalyst specified. (2) The reactants are BrCCBr.C[Si](Cl)(C)C.[CH3:10][O:11][C:12](=[O:21])/[C:13](/I)=[CH:14]\[CH:15]1[CH2:19][CH2:18][CH2:17][CH2:16]1.C1(P(C2C=CC=CC=2)C2C=CC=CC=2)C=CC=CC=1.Br[C:42]1[CH:47]=[CH:46][C:45]([N:48]2[C:52]([CH3:53])=[N:51][N:50]=[N:49]2)=[C:44]([C:54]([F:57])([F:56])[F:55])[CH:43]=1.[Cl-].[NH4+]. The catalyst is O1CCCC1.[Zn].C1C=CC(/C=C/C(/C=C/C2C=CC=CC=2)=O)=CC=1.C1C=CC(/C=C/C(/C=C/C2C=CC=CC=2)=O)=CC=1.[Pd]. The product is [CH3:10][O:11][C:12](=[O:21])/[C:13](/[C:42]1[CH:47]=[CH:46][C:45]([N:48]2[C:52]([CH3:53])=[N:51][N:50]=[N:49]2)=[C:44]([C:54]([F:57])([F:56])[F:55])[CH:43]=1)=[CH:14]/[CH:15]1[CH2:19][CH2:18][CH2:17][CH2:16]1. The yield is 0.776. (3) The reactants are C(N(CC)CC)C.[O:8]([CH2:15][CH2:16][OH:17])[C:9]1[CH:14]=[CH:13][CH:12]=[CH:11][CH:10]=1.[F:18][C:19]([F:46])([C:42]([F:45])([F:44])[F:43])[C:20]([F:41])([F:40])[C:21]([F:39])([F:38])[C:22]([F:37])([F:36])[C:23]([F:35])([F:34])[C:24]1[CH:25]=[C:26]([S:30](Cl)(=[O:32])=[O:31])[CH:27]=[CH:28][CH:29]=1.C(=O)(O)[O-].[Na+]. The catalyst is CN(C1C=CN=CC=1)C.ClCCl. The product is [O:8]([CH2:15][CH2:16][O:17][S:30]([C:26]1[CH:27]=[CH:28][CH:29]=[C:24]([C:23]([F:34])([F:35])[C:22]([F:36])([F:37])[C:21]([F:38])([F:39])[C:20]([F:40])([F:41])[C:19]([F:18])([F:46])[C:42]([F:43])([F:44])[F:45])[CH:25]=1)(=[O:32])=[O:31])[C:9]1[CH:14]=[CH:13][CH:12]=[CH:11][CH:10]=1. The yield is 0.410. (4) The reactants are [F:1][C:2]1[CH:18]=[C:17]([C:19]([F:22])([F:21])[F:20])[CH:16]=[CH:15][C:3]=1[C:4]([NH:6][C:7]1[CH:12]=[CH:11][N:10]=[C:9]([O:13]C)[CH:8]=1)=[O:5].Br. The catalyst is C(O)(=O)C. The product is [F:1][C:2]1[CH:18]=[C:17]([C:19]([F:22])([F:20])[F:21])[CH:16]=[CH:15][C:3]=1[C:4]([NH:6][C:7]1[CH:12]=[CH:11][NH:10][C:9](=[O:13])[CH:8]=1)=[O:5]. The yield is 0.760. (5) The reactants are BrCCBr.I[CH2:6][CH2:7][C:8]([O:10][CH2:11][CH3:12])=[O:9].[Cu]C#N.[Cl-].[Li+].C(Cl)(=O)OCC.[C:24]([O:32][CH3:33])(=[O:31])[C:25]1[CH:30]=[CH:29][CH:28]=[N:27][CH:26]=1.[S]. The catalyst is O1CCCC1.C(=O)([O-])O.[Na+].[Zn].Cl[Si](C)(C)C.C1(C)C(C)=CC=CC=1. The product is [CH2:11]([O:10][C:8](=[O:9])[CH2:7][CH2:6][C:30]1[C:25]([C:24]([O:32][CH3:33])=[O:31])=[CH:26][N:27]=[CH:28][CH:29]=1)[CH3:12]. The yield is 0.430. (6) The reactants are [F:1][C:2]1[CH:3]=[CH:4][C:5]([C:8]2[C:12](/[CH:13]=[CH:14]/[C:15]3[S:16][C:17]([C:21](O)=[O:22])=[C:18]([CH3:20])[N:19]=3)=[C:11]([CH3:24])[O:10][N:9]=2)=[N:6][CH:7]=1.C(N1C=CN=C1)([N:27]1C=CN=C1)=O.[OH-].[NH4+]. The catalyst is CN(C=O)C. The product is [F:1][C:2]1[CH:3]=[CH:4][C:5]([C:8]2[C:12](/[CH:13]=[CH:14]/[C:15]3[S:16][C:17]([C:21]([NH2:27])=[O:22])=[C:18]([CH3:20])[N:19]=3)=[C:11]([CH3:24])[O:10][N:9]=2)=[N:6][CH:7]=1. The yield is 0.480.